This data is from Catalyst prediction with 721,799 reactions and 888 catalyst types from USPTO. The task is: Predict which catalyst facilitates the given reaction. (1) Reactant: [CH3:1][S:2](Cl)(=[O:4])=[O:3].FC(F)(F)C(O)=O.[NH2:13][CH2:14][CH2:15][N:16]1[C:25]2[C:20](=[CH:21][CH:22]=[CH:23][CH:24]=2)[CH2:19][CH:18]([NH:26][C:27]([C:29]2[NH:38][C:32]3=[CH:33][N:34]=[C:35]([Cl:37])[CH:36]=[C:31]3[CH:30]=2)=[O:28])[C:17]1=[O:39].C(N(CC)CC)C. Product: [CH3:1][S:2]([NH:13][CH2:14][CH2:15][N:16]1[C:25]2[C:20](=[CH:21][CH:22]=[CH:23][CH:24]=2)[CH2:19][CH:18]([NH:26][C:27]([C:29]2[NH:38][C:32]3=[CH:33][N:34]=[C:35]([Cl:37])[CH:36]=[C:31]3[CH:30]=2)=[O:28])[C:17]1=[O:39])(=[O:4])=[O:3]. The catalyst class is: 2. (2) Reactant: C(O[CH:4](OCC)[CH2:5][O:6][C:7]1[C:14]([CH3:15])=[CH:13][C:12]([F:16])=[CH:11][C:8]=1[CH:9]=O)C.[BH4-].[Na+].P(Br)(Br)[Br:23]. Product: [Br:23][CH2:4][C:5]1[O:6][C:7]2[C:14]([CH3:15])=[CH:13][C:12]([F:16])=[CH:11][C:8]=2[CH:9]=1. The catalyst class is: 15.